Predict which catalyst facilitates the given reaction. From a dataset of Catalyst prediction with 721,799 reactions and 888 catalyst types from USPTO. (1) Reactant: [C:1]1([C:5]([OH:7])=[O:6])[CH2:4][CH2:3][CH:2]=1.C(Cl)(=O)C(Cl)=O.[C:14]1(O)[CH:19]=[CH:18][CH:17]=[CH:16][CH:15]=1.C(N(CC)CC)C.C1(C(Cl)=O)CCC=1. Product: [C:1]1([C:5]([O:7][C:14]2[CH:19]=[CH:18][CH:17]=[CH:16][CH:15]=2)=[O:6])[CH2:4][CH2:3][CH:2]=1. The catalyst class is: 2. (2) Reactant: CC(C)([O-])C.[K+].[CH3:7][C:8]1[NH:34][C:11]2=[C:12]([N:24]3[CH2:33][CH2:32][C:31]4[C:26](=[CH:27][CH:28]=[CH:29][CH:30]=4)[CH2:25]3)[N:13]=[C:14]([CH2:16][N:17]3[CH2:22][CH2:21][N:20]([CH3:23])[CH2:19][CH2:18]3)[CH:15]=[C:10]2[C:9]=1[CH3:35].C1OCCOCCOCCOCCOCCOC1.[Cl:54][C:55]1[CH:56]=[C:57]([CH:60]=[CH:61][CH:62]=1)[CH2:58]Cl. Product: [ClH:54].[Cl:54][C:55]1[CH:56]=[C:57]([CH:60]=[CH:61][CH:62]=1)[CH2:58][N:34]1[C:11]2=[C:12]([N:24]3[CH2:33][CH2:32][C:31]4[C:26](=[CH:27][CH:28]=[CH:29][CH:30]=4)[CH2:25]3)[N:13]=[C:14]([CH2:16][N:17]3[CH2:18][CH2:19][N:20]([CH3:23])[CH2:21][CH2:22]3)[CH:15]=[C:10]2[C:9]([CH3:35])=[C:8]1[CH3:7]. The catalyst class is: 7. (3) Reactant: CN1[C@@H]([C@H:12]2[O:21][C:19](=[O:20])[C:18]3[C:17]([O:22][CH3:23])=[C:16]([O:24][CH3:25])[CH:15]=[CH:14][C:13]2=3)C2C(OC)=C3OCOC3=CC=2CC1.[F-].FF. Product: [CH3:25][O:24][C:16]1[C:17]([O:22][CH3:23])=[C:18]2[C:13]([CH2:12][O:21][C:19]2=[O:20])=[CH:14][CH:15]=1. The catalyst class is: 1. (4) Reactant: [CH2:1]([C:3]([C:21]1[CH:33]=[CH:32][C:24]([O:25][CH2:26][CH2:27][CH2:28][CH2:29][C:30]#[N:31])=[C:23]([CH3:34])[CH:22]=1)([C:6]1[CH:11]=[CH:10][C:9](/[CH:12]=[CH:13]/[C:14]([CH2:18][CH3:19])([OH:17])[CH2:15][CH3:16])=[C:8]([CH3:20])[CH:7]=1)[CH2:4][CH3:5])[CH3:2].[Sn]([N:39]=[N+:40]=[N-:41])(C)(C)C.O. Product: [CH2:18]([C:14]([OH:17])([CH2:15][CH3:16])/[CH:13]=[CH:12]/[C:9]1[CH:10]=[CH:11][C:6]([C:3]([CH2:4][CH3:5])([C:21]2[CH:33]=[CH:32][C:24]([O:25][CH2:26][CH2:27][CH2:28][CH2:29][C:30]3[NH:41][N:40]=[N:39][N:31]=3)=[C:23]([CH3:34])[CH:22]=2)[CH2:1][CH3:2])=[CH:7][C:8]=1[CH3:20])[CH3:19]. The catalyst class is: 11. (5) Reactant: [Cl:1][C:2]1[CH:7]=[C:6]([CH:8]2[CH2:13][CH2:12][N:11](C(OC(C)(C)C)=O)[CH2:10][CH2:9]2)[CH:5]=[C:4]([N:21]2[CH2:25][CH2:24][C:23]([F:27])([F:26])[CH2:22]2)[N:3]=1.FC(F)(F)C(O)=O.[O:35]1[CH2:38][C:37](=O)[CH2:36]1.[Na]. Product: [Cl:1][C:2]1[CH:7]=[C:6]([CH:8]2[CH2:13][CH2:12][N:11]([CH:37]3[CH2:38][O:35][CH2:36]3)[CH2:10][CH2:9]2)[CH:5]=[C:4]([N:21]2[CH2:25][CH2:24][C:23]([F:26])([F:27])[CH2:22]2)[N:3]=1. The catalyst class is: 4. (6) Reactant: [CH3:1][O:2][C:3](/[CH:5]=[CH:6]/[C:7]([O:9][CH2:10][C:11]([OH:13])=O)=[O:8])=[O:4].Cl.CN(C)CCCN=C=NCC.Cl.[CH2:27]([O:29][CH2:30][CH2:31][NH:32][CH2:33][CH2:34][O:35][CH2:36][CH3:37])[CH3:28].C(N(C(C)C)CC)(C)C. Product: [C:7]([O:9][CH2:10][C:11](=[O:13])[N:32]([CH2:33][CH2:34][O:35][CH2:36][CH3:37])[CH2:31][CH2:30][O:29][CH2:27][CH3:28])(=[O:8])/[CH:6]=[CH:5]/[C:3]([O:2][CH3:1])=[O:4]. The catalyst class is: 4. (7) Reactant: Br[CH2:2][CH2:3][O:4][C:5]1[C:10]([C:11]2[CH:16]=[CH:15][C:14]([S:17]([CH3:20])(=[O:19])=[O:18])=[CH:13][CH:12]=2)=[CH:9][C:8]([C:21]2[NH:30][C:29](=[O:31])[C:28]3[C:23](=[CH:24][C:25]([O:34][CH3:35])=[CH:26][C:27]=3[O:32][CH3:33])[N:22]=2)=[CH:7][CH:6]=1.[CH:36]([NH2:39])([CH3:38])[CH3:37]. Product: [CH:36]([NH:39][CH2:2][CH2:3][O:4][C:5]1[C:10]([C:11]2[CH:16]=[CH:15][C:14]([S:17]([CH3:20])(=[O:19])=[O:18])=[CH:13][CH:12]=2)=[CH:9][C:8]([C:21]2[NH:30][C:29](=[O:31])[C:28]3[C:23](=[CH:24][C:25]([O:34][CH3:35])=[CH:26][C:27]=3[O:32][CH3:33])[N:22]=2)=[CH:7][CH:6]=1)([CH3:38])[CH3:37]. The catalyst class is: 16.